Task: Predict which catalyst facilitates the given reaction.. Dataset: Catalyst prediction with 721,799 reactions and 888 catalyst types from USPTO Reactant: [C:1](Cl)(=[O:3])[CH3:2].[NH2:5][C:6]1[CH:11]=[CH:10][C:9]([C:12]2[CH:19]=[C:18]([Cl:20])[C:15]([C:16]#[N:17])=[C:14]([C:21]3[CH:26]=[CH:25][C:24]([O:27][C:28]4[CH:33]=[CH:32][CH:31]=[CH:30][CH:29]=4)=[CH:23][CH:22]=3)[N:13]=2)=[CH:8][CH:7]=1.CCN(C(C)C)C(C)C. Product: [Cl:20][C:18]1[C:15]([C:16]#[N:17])=[C:14]([C:21]2[CH:26]=[CH:25][C:24]([O:27][C:28]3[CH:29]=[CH:30][CH:31]=[CH:32][CH:33]=3)=[CH:23][CH:22]=2)[N:13]=[C:12]([C:9]2[CH:8]=[CH:7][C:6]([NH:5][C:1](=[O:3])[CH3:2])=[CH:11][CH:10]=2)[CH:19]=1. The catalyst class is: 4.